From a dataset of Peptide-MHC class II binding affinity with 134,281 pairs from IEDB. Regression. Given a peptide amino acid sequence and an MHC pseudo amino acid sequence, predict their binding affinity value. This is MHC class II binding data. (1) The peptide sequence is VVLFAVFLGSAYGIP. The MHC is HLA-DPA10103-DPB10201 with pseudo-sequence HLA-DPA10103-DPB10201. The binding affinity (normalized) is 0.771. (2) The peptide sequence is VFNYETETTSVIPAA. The MHC is DRB3_0101 with pseudo-sequence DRB3_0101. The binding affinity (normalized) is 0.553. (3) The peptide sequence is TLYGPQLSQKIVQIN. The MHC is DRB1_1101 with pseudo-sequence DRB1_1101. The binding affinity (normalized) is 0.189.